From a dataset of Forward reaction prediction with 1.9M reactions from USPTO patents (1976-2016). Predict the product of the given reaction. Given the reactants [C:1]1([S:7]([N:10]2[C:14]3=[N:15][CH:16]=[C:17]([O:19][CH3:20])[CH:18]=[C:13]3[C:12](I)=[CH:11]2)(=[O:9])=[O:8])[CH:6]=[CH:5][CH:4]=[CH:3][CH:2]=1.C([Mg]Cl)(C)C.[C:27]([O:31][C:32](=[O:52])[N:33]([CH2:42][C:43]1[C:44]([O:50][CH3:51])=[N:45][CH:46]=[C:47]([F:49])[CH:48]=1)[C:34]1[N:39]=[CH:38][C:37]([CH:40]=[O:41])=[CH:36][N:35]=1)([CH3:30])([CH3:29])[CH3:28].[Cl-].[NH4+], predict the reaction product. The product is: [C:27]([O:31][C:32](=[O:52])[N:33]([C:34]1[N:39]=[CH:38][C:37]([CH:40]([C:12]2[C:13]3[C:14](=[N:15][CH:16]=[C:17]([O:19][CH3:20])[CH:18]=3)[N:10]([S:7]([C:1]3[CH:6]=[CH:5][CH:4]=[CH:3][CH:2]=3)(=[O:9])=[O:8])[CH:11]=2)[OH:41])=[CH:36][N:35]=1)[CH2:42][C:43]1[C:44]([O:50][CH3:51])=[N:45][CH:46]=[C:47]([F:49])[CH:48]=1)([CH3:30])([CH3:28])[CH3:29].